Dataset: Forward reaction prediction with 1.9M reactions from USPTO patents (1976-2016). Task: Predict the product of the given reaction. (1) Given the reactants [OH:1][C:2]([C:8]1[CH:13]=[CH:12][C:11]([O:14][C:15]2[CH:20]=[CH:19][CH:18]=[CH:17][CH:16]=2)=[CH:10][CH:9]=1)=[C:3]([C:6]#[N:7])[C:4]#[N:5].[CH:21](OC)(OC)OC, predict the reaction product. The product is: [CH3:21][O:1][C:2]([C:8]1[CH:13]=[CH:12][C:11]([O:14][C:15]2[CH:20]=[CH:19][CH:18]=[CH:17][CH:16]=2)=[CH:10][CH:9]=1)=[C:3]([C:4]#[N:5])[C:6]#[N:7]. (2) Given the reactants [CH3:1][C:2]1[CH:7]=[CH:6][C:5]([S:8]([O:11][CH2:12][CH:13]2[O:17][C:16](=[O:18])[N:15]([CH2:19][C:20]3[CH:25]=[CH:24][C:23](F)=[CH:22][CH:21]=3)[CH2:14]2)(=[O:10])=[O:9])=[CH:4][CH:3]=1.O[CH2:28]C1OC(=O)N(CC2C=CC(C)=CC=2)C1.FC1C=CC(CN2CC(CO)OC2=O)=CC=1, predict the reaction product. The product is: [CH3:1][C:2]1[CH:7]=[CH:6][C:5]([S:8]([O:11][CH2:12][CH:13]2[O:17][C:16](=[O:18])[N:15]([CH2:19][C:20]3[CH:25]=[CH:24][C:23]([CH3:28])=[CH:22][CH:21]=3)[CH2:14]2)(=[O:10])=[O:9])=[CH:4][CH:3]=1. (3) Given the reactants CC(C)([O-])C.[K+].[Cl:7][C:8]1[CH:13]=[CH:12][C:11]([C:14]2[CH:19]=[CH:18][C:17]([Cl:20])=[CH:16][CH:15]=2)=[CH:10][C:9]=1[CH2:21][C:22]([NH:24][C:25]1([C:31]([O:33]C)=O)[CH2:30][CH2:29][CH2:28][CH2:27][CH2:26]1)=[O:23].Cl, predict the reaction product. The product is: [Cl:7][C:8]1[CH:13]=[CH:12][C:11]([C:14]2[CH:15]=[CH:16][C:17]([Cl:20])=[CH:18][CH:19]=2)=[CH:10][C:9]=1[C:21]1[C:22](=[O:23])[NH:24][C:25]2([CH2:30][CH2:29][CH2:28][CH2:27][CH2:26]2)[C:31]=1[OH:33]. (4) Given the reactants C(C(CCCC)C([O-])=O)C.[Na+:11].[Cl:12][C:13]1[CH:14]=[CH:15][C:16]([O:44][CH3:45])=[C:17]([CH:43]=1)[CH2:18][C@H:19]1[C:25](=[O:26])[N:24]([C:27]([NH:29][C@@H:30]([C:33]2[CH:34]=[C:35]([CH:39]=[CH:40][CH:41]=2)[C:36]([OH:38])=[O:37])[CH2:31][CH3:32])=[O:28])[CH2:23][C:22](=[O:42])[NH:21][CH2:20]1, predict the reaction product. The product is: [Cl:12][C:13]1[CH:14]=[CH:15][C:16]([O:44][CH3:45])=[C:17]([CH:43]=1)[CH2:18][C@H:19]1[C:25](=[O:26])[N:24]([C:27]([NH:29][C@@H:30]([C:33]2[CH:34]=[C:35]([CH:39]=[CH:40][CH:41]=2)[C:36]([O-:38])=[O:37])[CH2:31][CH3:32])=[O:28])[CH2:23][C:22](=[O:42])[NH:21][CH2:20]1.[Na+:11]. (5) Given the reactants [Br:1][C:2]1[CH:3]=[C:4]2[C:9]3=[C:10]([N:12]([CH:15]([CH3:21])[C:16]([O:18]CC)=[O:17])[C:13](=[O:14])[N:8]3[CH2:7][CH2:6][CH2:5]2)[CH:11]=1.[OH-].[Li+].Cl, predict the reaction product. The product is: [Br:1][C:2]1[CH:3]=[C:4]2[C:9]3=[C:10]([N:12]([CH:15]([CH3:21])[C:16]([OH:18])=[O:17])[C:13](=[O:14])[N:8]3[CH2:7][CH2:6][CH2:5]2)[CH:11]=1.